The task is: Predict the product of the given reaction.. This data is from Forward reaction prediction with 1.9M reactions from USPTO patents (1976-2016). Given the reactants [CH3:1][C:2]1[C:3]([N:9]2[CH2:14][CH2:13][N:12]([C:15]([C:17]3[CH:22]=[CH:21][C:20](I)=[CH:19][CH:18]=3)=[O:16])[CH2:11][CH2:10]2)=[N:4][CH:5]=[C:6]([CH3:8])[CH:7]=1.[C:24]1([C@@H:30]2[CH2:34][CH2:33][S:32](=[O:36])(=[O:35])[NH:31]2)[CH:29]=[CH:28][CH:27]=[CH:26][CH:25]=1, predict the reaction product. The product is: [CH3:1][C:2]1[C:3]([N:9]2[CH2:14][CH2:13][N:12]([C:15]([C:17]3[CH:22]=[CH:21][C:20]([N:31]4[C@H:30]([C:24]5[CH:29]=[CH:28][CH:27]=[CH:26][CH:25]=5)[CH2:34][CH2:33][S:32]4(=[O:35])=[O:36])=[CH:19][CH:18]=3)=[O:16])[CH2:11][CH2:10]2)=[N:4][CH:5]=[C:6]([CH3:8])[CH:7]=1.